This data is from Forward reaction prediction with 1.9M reactions from USPTO patents (1976-2016). The task is: Predict the product of the given reaction. The product is: [Cl:1][C:2]1[CH:10]=[CH:9][C:5]([C:6]([NH2:8])=[O:7])=[C:4]([OH:11])[CH:3]=1. Given the reactants [Cl:1][C:2]1[CH:10]=[CH:9][C:5]([C:6]([NH2:8])=[O:7])=[C:4]([O:11]C)[CH:3]=1.B(Br)(Br)Br, predict the reaction product.